Task: Predict the product of the given reaction.. Dataset: Forward reaction prediction with 1.9M reactions from USPTO patents (1976-2016) (1) Given the reactants [Br:1][C:2]1[CH:3]=[CH:4][C:5]([C:8]([OH:10])=O)=[N:6][CH:7]=1.S(Cl)(Cl)=O.Cl.CN.C[CH2:19][N:20](C(C)C)C(C)C, predict the reaction product. The product is: [Br:1][C:2]1[CH:3]=[CH:4][C:5]([C:8]([NH:20][CH3:19])=[O:10])=[N:6][CH:7]=1. (2) Given the reactants [C:1]([O:5][C@@H:6]([C:11]1[C:26]([CH3:27])=[CH:25][C:14]2[N:15]=[C:16]([C:18]3[CH:23]=[CH:22][N:21]=[C:20](Cl)[N:19]=3)[S:17][C:13]=2[C:12]=1[C:28]1[CH:33]=[CH:32][C:31]([Cl:34])=[CH:30][CH:29]=1)[C:7]([O:9][CH3:10])=[O:8])([CH3:4])([CH3:3])[CH3:2].[O:35]1[CH2:38][CH:37]([N:39]2[CH2:44][CH2:43][NH:42][CH2:41][CH2:40]2)[CH2:36]1, predict the reaction product. The product is: [C:1]([O:5][C@@H:6]([C:11]1[C:26]([CH3:27])=[CH:25][C:14]2[N:15]=[C:16]([C:18]3[CH:23]=[CH:22][N:21]=[C:20]([N:42]4[CH2:43][CH2:44][N:39]([CH:37]5[CH2:38][O:35][CH2:36]5)[CH2:40][CH2:41]4)[N:19]=3)[S:17][C:13]=2[C:12]=1[C:28]1[CH:29]=[CH:30][C:31]([Cl:34])=[CH:32][CH:33]=1)[C:7]([O:9][CH3:10])=[O:8])([CH3:4])([CH3:3])[CH3:2]. (3) Given the reactants [CH2:1](Br)[C:2]([C:4]1[CH:9]=[CH:8][CH:7]=[CH:6][CH:5]=1)=[O:3].C(=O)([O-])[O-].[K+].[K+].[Cl:17][C:18]1[CH:48]=[CH:47][CH:46]=[CH:45][C:19]=1[CH2:20][C:21]1[C:22]([N:31]2[CH2:36][CH2:35][CH2:34][C@@H:33]([NH:37][C:38](=[O:44])[O:39][C:40]([CH3:43])([CH3:42])[CH3:41])[CH2:32]2)=[N:23][N:24]2[CH:29]=[CH:28][NH:27][C:26](=[O:30])[C:25]=12.O, predict the reaction product. The product is: [Cl:17][C:18]1[CH:48]=[CH:47][CH:46]=[CH:45][C:19]=1[CH2:20][C:21]1[C:22]([N:31]2[CH2:36][CH2:35][CH2:34][C@@H:33]([NH:37][C:38](=[O:44])[O:39][C:40]([CH3:42])([CH3:43])[CH3:41])[CH2:32]2)=[N:23][N:24]2[CH:29]=[CH:28][N:27]([CH2:1][C:2](=[O:3])[C:4]3[CH:9]=[CH:8][CH:7]=[CH:6][CH:5]=3)[C:26](=[O:30])[C:25]=12.